From a dataset of Forward reaction prediction with 1.9M reactions from USPTO patents (1976-2016). Predict the product of the given reaction. The product is: [CH3:1][C:2]1[N:7]=[C:6]([C:8]([NH2:9])=[O:24])[CH:5]=[CH:4][C:3]=1[C:10]1[CH:18]=[C:17]([C:19]([F:22])([F:20])[F:21])[CH:16]=[C:15]2[C:11]=1[CH:12]=[N:13][NH:14]2. Given the reactants [CH3:1][C:2]1[N:7]=[C:6]([C:8]#[N:9])[CH:5]=[CH:4][C:3]=1[C:10]1[CH:18]=[C:17]([C:19]([F:22])([F:21])[F:20])[CH:16]=[C:15]2[C:11]=1[CH:12]=[N:13][NH:14]2.C([O-])(O)=[O:24].[Na+], predict the reaction product.